Dataset: Forward reaction prediction with 1.9M reactions from USPTO patents (1976-2016). Task: Predict the product of the given reaction. (1) Given the reactants [CH3:1][S:2][C:3]1[CH:8]=[C:7]([C:9]2[CH:14]=[CH:13][C:12]([F:15])=[CH:11][CH:10]=2)O[C:5](=O)[C:4]=1[C:17]([O:19][CH3:20])=[O:18].[C:21]1([N:27]2[CH:35]=[C:34]3[C:29]([CH2:30][CH2:31][CH2:32]C3=O)=[N:28]2)[CH:26]=[CH:25][CH:24]=[CH:23][CH:22]=1.[OH-].[K+].Cl, predict the reaction product. The product is: [F:15][C:12]1[CH:13]=[CH:14][C:9]([C:7]2[C:32]3[CH2:31][CH2:30][C:29]4[C:34](=[CH:35][N:27]([C:21]5[CH:22]=[CH:23][CH:24]=[CH:25][CH:26]=5)[N:28]=4)[C:5]=3[C:4]([C:17]([O:19][CH3:20])=[O:18])=[C:3]([S:2][CH3:1])[CH:8]=2)=[CH:10][CH:11]=1. (2) Given the reactants [NH2:1][C:2]1[C:33]([C:34]([F:37])([F:36])[F:35])=[CH:32][C:5]([CH2:6][CH:7]([CH2:11][C:12](=[O:31])[N:13]2[CH2:18][CH2:17][CH:16]([N:19]3[CH2:25][CH2:24][C:23]4[CH:26]=[CH:27][CH:28]=[CH:29][C:22]=4[NH:21][C:20]3=[O:30])[CH2:15][CH2:14]2)[C:8](O)=[O:9])=[CH:4][C:3]=1[Cl:38].[BH4-].[Na+].Cl, predict the reaction product. The product is: [NH2:1][C:2]1[C:33]([C:34]([F:35])([F:36])[F:37])=[CH:32][C:5]([CH2:6][CH:7]([CH2:8][OH:9])[CH2:11][C:12]([N:13]2[CH2:18][CH2:17][CH:16]([N:19]3[CH2:25][CH2:24][C:23]4[CH:26]=[CH:27][CH:28]=[CH:29][C:22]=4[NH:21][C:20]3=[O:30])[CH2:15][CH2:14]2)=[O:31])=[CH:4][C:3]=1[Cl:38]. (3) Given the reactants O[O:2][S:3]([O-:5])=O.[K+].[CH3:7]CO.[CH3:10][C:11]1[CH:16]=[C:15]([N+:17]([O-:19])=[O:18])[C:14]([O:20][CH3:21])=[CH:13][C:12]=1[N:22]1[CH2:27][CH2:26][CH:25]([CH2:28][CH2:29]SC)[CH2:24][CH2:23]1, predict the reaction product. The product is: [CH3:10][C:11]1[CH:16]=[C:15]([N+:17]([O-:19])=[O:18])[C:14]([O:20][CH3:21])=[CH:13][C:12]=1[N:22]1[CH2:27][CH2:26][CH:25]([CH2:28][CH2:29][S:3]([CH3:7])(=[O:5])=[O:2])[CH2:24][CH2:23]1.